Regression. Given two drug SMILES strings and cell line genomic features, predict the synergy score measuring deviation from expected non-interaction effect. From a dataset of NCI-60 drug combinations with 297,098 pairs across 59 cell lines. (1) Synergy scores: CSS=55.5, Synergy_ZIP=1.21, Synergy_Bliss=3.29, Synergy_Loewe=1.10, Synergy_HSA=0.383. Cell line: RPMI-8226. Drug 2: CCC1(CC2CC(C3=C(CCN(C2)C1)C4=CC=CC=C4N3)(C5=C(C=C6C(=C5)C78CCN9C7C(C=CC9)(C(C(C8N6C)(C(=O)OC)O)OC(=O)C)CC)OC)C(=O)OC)O.OS(=O)(=O)O. Drug 1: CC1C(C(CC(O1)OC2CC(OC(C2O)C)OC3=CC4=CC5=C(C(=O)C(C(C5)C(C(=O)C(C(C)O)O)OC)OC6CC(C(C(O6)C)O)OC7CC(C(C(O7)C)O)OC8CC(C(C(O8)C)O)(C)O)C(=C4C(=C3C)O)O)O)O. (2) Drug 1: CCCS(=O)(=O)NC1=C(C(=C(C=C1)F)C(=O)C2=CNC3=C2C=C(C=N3)C4=CC=C(C=C4)Cl)F. Drug 2: C1=NC2=C(N1)C(=S)N=C(N2)N. Cell line: EKVX. Synergy scores: CSS=23.1, Synergy_ZIP=-5.18, Synergy_Bliss=0.334, Synergy_Loewe=-9.53, Synergy_HSA=-1.26. (3) Drug 1: C1CCN(CC1)CCOC2=CC=C(C=C2)C(=O)C3=C(SC4=C3C=CC(=C4)O)C5=CC=C(C=C5)O. Drug 2: C1=NC2=C(N1)C(=S)N=CN2. Cell line: CCRF-CEM. Synergy scores: CSS=29.6, Synergy_ZIP=-2.99, Synergy_Bliss=6.22, Synergy_Loewe=-12.1, Synergy_HSA=1.65. (4) Drug 1: CC1=C(C=C(C=C1)NC(=O)C2=CC=C(C=C2)CN3CCN(CC3)C)NC4=NC=CC(=N4)C5=CN=CC=C5. Drug 2: CC1=C(N=C(N=C1N)C(CC(=O)N)NCC(C(=O)N)N)C(=O)NC(C(C2=CN=CN2)OC3C(C(C(C(O3)CO)O)O)OC4C(C(C(C(O4)CO)O)OC(=O)N)O)C(=O)NC(C)C(C(C)C(=O)NC(C(C)O)C(=O)NCCC5=NC(=CS5)C6=NC(=CS6)C(=O)NCCC[S+](C)C)O. Cell line: HT29. Synergy scores: CSS=4.75, Synergy_ZIP=-0.306, Synergy_Bliss=0.927, Synergy_Loewe=-3.33, Synergy_HSA=-0.198. (5) Drug 1: C1=CC(=CC=C1CCCC(=O)O)N(CCCl)CCCl. Drug 2: CN(C(=O)NC(C=O)C(C(C(CO)O)O)O)N=O. Cell line: PC-3. Synergy scores: CSS=9.52, Synergy_ZIP=-7.31, Synergy_Bliss=-10.3, Synergy_Loewe=-11.2, Synergy_HSA=-8.28. (6) Drug 2: C1=NC(=NC(=O)N1C2C(C(C(O2)CO)O)O)N. Synergy scores: CSS=42.6, Synergy_ZIP=1.05, Synergy_Bliss=4.75, Synergy_Loewe=0.228, Synergy_HSA=3.45. Cell line: MDA-MB-231. Drug 1: CC12CCC3C(C1CCC2=O)CC(=C)C4=CC(=O)C=CC34C.